Dataset: Forward reaction prediction with 1.9M reactions from USPTO patents (1976-2016). Task: Predict the product of the given reaction. Given the reactants Cl[C:2]1[C:11]2[C:6](=[CH:7][C:8]([O:14][CH3:15])=[C:9]([O:12][CH3:13])[CH:10]=2)[N:5]=[C:4]([CH3:16])[N:3]=1.[NH2:17][C:18]1[CH:19]=[C:20]([C:24]([O-:26])=[O:25])[Se:21][C:22]=1[CH3:23].O.[CH:28](O)(C)C, predict the reaction product. The product is: [CH3:13][O:12][C:9]1[CH:10]=[C:11]2[C:6](=[CH:7][C:8]=1[O:14][CH3:15])[N:5]=[C:4]([CH3:16])[N:3]=[C:2]2[NH:17][C:18]1[CH:19]=[C:20]([C:24]([O:26][CH3:28])=[O:25])[Se:21][C:22]=1[CH3:23].